Dataset: Peptide-MHC class I binding affinity with 185,985 pairs from IEDB/IMGT. Task: Regression. Given a peptide amino acid sequence and an MHC pseudo amino acid sequence, predict their binding affinity value. This is MHC class I binding data. (1) The peptide sequence is FVVDTTPPL. The MHC is HLA-B45:06 with pseudo-sequence HLA-B45:06. The binding affinity (normalized) is 0.213. (2) The peptide sequence is KSFSAGMFH. The MHC is HLA-B46:01 with pseudo-sequence HLA-B46:01. The binding affinity (normalized) is 0.0847. (3) The peptide sequence is SLPPPGTRV. The MHC is HLA-A02:02 with pseudo-sequence HLA-A02:02. The binding affinity (normalized) is 0.499. (4) The peptide sequence is KRFLNGAKY. The MHC is HLA-A02:03 with pseudo-sequence HLA-A02:03. The binding affinity (normalized) is 0.0847. (5) The peptide sequence is FLGKIWPSYK. The MHC is HLA-B51:01 with pseudo-sequence HLA-B51:01. The binding affinity (normalized) is 0. (6) The peptide sequence is IAGGVCYYLL. The MHC is HLA-A02:02 with pseudo-sequence HLA-A02:02. The binding affinity (normalized) is 0.221. (7) The peptide sequence is IVNTTYDFL. The MHC is HLA-A02:02 with pseudo-sequence HLA-A02:02. The binding affinity (normalized) is 0.303.